This data is from Full USPTO retrosynthesis dataset with 1.9M reactions from patents (1976-2016). The task is: Predict the reactants needed to synthesize the given product. Given the product [Cl:1][CH2:2][CH2:3][CH2:4][CH2:5][CH2:6]/[CH:7]=[CH:8]\[CH2:9][CH2:10]/[CH:11]=[CH:12]\[CH:13]=[CH:15]\[CH2:16][CH3:17], predict the reactants needed to synthesize it. The reactants are: [Cl:1][CH2:2][CH2:3]/[CH:4]=[CH:5]\[CH2:6][CH2:7]/[CH:8]=[CH:9]\[CH:10]=[CH:11]\[CH2:12][CH3:13].Br[CH2:15][CH2:16][CH2:17]Cl.